This data is from Peptide-MHC class II binding affinity with 134,281 pairs from IEDB. The task is: Regression. Given a peptide amino acid sequence and an MHC pseudo amino acid sequence, predict their binding affinity value. This is MHC class II binding data. (1) The peptide sequence is SPILRFLYANVGEEA. The MHC is DRB1_0901 with pseudo-sequence DRB1_0901. The binding affinity (normalized) is 1.00. (2) The peptide sequence is SSYAATEVANAAAGQ. The MHC is HLA-DQA10102-DQB10502 with pseudo-sequence HLA-DQA10102-DQB10502. The binding affinity (normalized) is 0.0647. (3) The peptide sequence is GELQIVDKCDAAFKI. The MHC is DRB1_1302 with pseudo-sequence DRB1_1302. The binding affinity (normalized) is 0.583.